This data is from Reaction yield outcomes from USPTO patents with 853,638 reactions. The task is: Predict the reaction yield, written as a fraction of the theoretical maximum amount of product (1.0 means a 100% yield; for example, 0.34 means a 34% yield). (1) The reactants are [CH2:1]([O:8][CH2:9][CH:10]([C:15]1[N:20]=[C:19]([C:21]([NH:23][CH2:24][C:25]2[CH:30]=[CH:29][C:28]([F:31])=[CH:27][CH:26]=2)=[O:22])[C:18]([OH:32])=[C:17]([OH:33])[N:16]=1)[NH:11][CH2:12][CH2:13]Cl)[C:2]1[CH:7]=[CH:6][CH:5]=[CH:4][CH:3]=1.CC(C)([O-])C.[K+].FC(F)(F)C(O)=O. The catalyst is O1CCOCC1. The product is [CH2:1]([O:8][CH2:9][CH:10]1[C:15]2=[N:20][C:19]([C:21]([NH:23][CH2:24][C:25]3[CH:30]=[CH:29][C:28]([F:31])=[CH:27][CH:26]=3)=[O:22])=[C:18]([OH:32])[C:17](=[O:33])[N:16]2[CH2:13][CH2:12][NH:11]1)[C:2]1[CH:7]=[CH:6][CH:5]=[CH:4][CH:3]=1. The yield is 0.850. (2) The yield is 0.880. The reactants are CS(O)(=O)=O.[NH2:6][CH2:7][C:8]1[CH:9]=[C:10]2[C:14](=[CH:15][CH:16]=1)[C:13](=[O:17])[N:12]([CH:18]1[CH2:23][CH2:22][C:21](=[O:24])[NH:20][C:19]1=[O:25])[CH2:11]2.[Cl:26][C:27]1[CH:28]=[C:29]([CH:33]=[CH:34][CH:35]=1)[C:30](Cl)=[O:31].Cl. The catalyst is C(#N)C. The product is [Cl:26][C:27]1[CH:28]=[C:29]([CH:33]=[CH:34][CH:35]=1)[C:30]([NH:6][CH2:7][C:8]1[CH:9]=[C:10]2[C:14](=[CH:15][CH:16]=1)[C:13](=[O:17])[N:12]([CH:18]1[CH2:23][CH2:22][C:21](=[O:24])[NH:20][C:19]1=[O:25])[CH2:11]2)=[O:31]. (3) The yield is 0.760. The reactants are [CH3:1][N:2]1[C:10]([CH:11]=O)=[N:9][C:8]2[C:3]1=[N:4][C:5]([N:19]1[C:23]3[CH:24]=[CH:25][CH:26]=[CH:27][C:22]=3[N:21]=[C:20]1[CH3:28])=[N:6][C:7]=2[N:13]1[CH2:18][CH2:17][O:16][CH2:15][CH2:14]1.[CH3:29][C:30]1([C:35]([N:37]2[CH2:41][CH2:40][CH2:39][CH2:38]2)=[O:36])[CH2:34][CH2:33][NH:32][CH2:31]1.C(O)(=O)C.C(O[BH-](OC(=O)C)OC(=O)C)(=O)C.[Na+]. The catalyst is ClCCCl.CO. The product is [CH3:29][C:30]1([C:35]([N:37]2[CH2:41][CH2:40][CH2:39][CH2:38]2)=[O:36])[CH2:34][CH2:33][N:32]([CH2:11][C:10]2[N:2]([CH3:1])[C:3]3[C:8]([N:9]=2)=[C:7]([N:13]2[CH2:14][CH2:15][O:16][CH2:17][CH2:18]2)[N:6]=[C:5]([N:19]2[C:23]4[CH:24]=[CH:25][CH:26]=[CH:27][C:22]=4[N:21]=[C:20]2[CH3:28])[N:4]=3)[CH2:31]1. (4) The reactants are [NH:1]1[CH2:6][CH2:5][CH:4]([CH2:7][CH2:8][OH:9])[CH2:3][CH2:2]1.Br[C:11]1[CH:16]=[CH:15][N:14]2[C:17]3[CH:23]=[CH:22][CH:21]=[CH:20][C:18]=3[N:19]=[C:13]2[N:12]=1.C([O-])([O-])=O.[Na+].[Na+]. The catalyst is CN(C=O)C. The product is [N:12]1[C:13]2[N:14]([C:17]3[CH:23]=[CH:22][CH:21]=[CH:20][C:18]=3[N:19]=2)[CH:15]=[CH:16][C:11]=1[N:1]1[CH2:6][CH2:5][CH:4]([CH2:7][CH2:8][OH:9])[CH2:3][CH2:2]1. The yield is 0.610. (5) The reactants are FC(F)(F)S(O[C:7]1[CH:12]=[CH:11][C:10]([N:13]2[CH:18]=[C:17]([O:19][CH3:20])[C:16](=[O:21])[C:15]([C:22]3[N:26]([C:27]4[CH:32]=[CH:31][CH:30]=[CH:29][CH:28]=4)[N:25]=[CH:24][CH:23]=3)=[N:14]2)=[C:9]([F:33])[CH:8]=1)(=O)=O.[CH3:36][C:37]1[C:41](B(O)O)=[C:40]([CH3:45])[O:39][N:38]=1.C([O-])([O-])=O.[Na+].[Na+].COCCOC. The catalyst is C1C=CC([P]([Pd]([P](C2C=CC=CC=2)(C2C=CC=CC=2)C2C=CC=CC=2)([P](C2C=CC=CC=2)(C2C=CC=CC=2)C2C=CC=CC=2)[P](C2C=CC=CC=2)(C2C=CC=CC=2)C2C=CC=CC=2)(C2C=CC=CC=2)C2C=CC=CC=2)=CC=1.O. The product is [CH3:36][C:37]1[C:41]([C:7]2[CH:12]=[CH:11][C:10]([N:13]3[CH:18]=[C:17]([O:19][CH3:20])[C:16](=[O:21])[C:15]([C:22]4[N:26]([C:27]5[CH:32]=[CH:31][CH:30]=[CH:29][CH:28]=5)[N:25]=[CH:24][CH:23]=4)=[N:14]3)=[C:9]([F:33])[CH:8]=2)=[C:40]([CH3:45])[O:39][N:38]=1. The yield is 0.590. (6) The reactants are [C:1]([C:5]1[CH:6]=[C:7]([N+:14]([O-:16])=[O:15])[C:8]([OH:13])=[C:9]([CH:12]=1)[CH:10]=O)([CH3:4])([CH3:3])[CH3:2].Cl.[NH2:18]O.C([O-])=O.[Na+]. The catalyst is C(O)=O.O. The product is [C:1]([C:5]1[CH:6]=[C:7]([N+:14]([O-:16])=[O:15])[C:8]([OH:13])=[C:9]([CH:12]=1)[C:10]#[N:18])([CH3:4])([CH3:3])[CH3:2]. The yield is 0.870. (7) The reactants are Cl.[O:2]=[C:3]1[NH:12][C:11]2[N:10]=[CH:9][C:8](/[CH:13]=[CH:14]/[C:15]([OH:17])=O)=[CH:7][C:6]=2[CH2:5][CH2:4]1.[OH:18][C:19]1([C:25]2[CH:30]=[CH:29][CH:28]=[CH:27][CH:26]=2)[CH2:24][CH2:23][NH:22][CH2:21][CH2:20]1.CCN(C(C)C)C(C)C.CCN=C=NCCCN(C)C. The catalyst is CN(C=O)C. The product is [OH:18][C:19]1([C:25]2[CH:30]=[CH:29][CH:28]=[CH:27][CH:26]=2)[CH2:24][CH2:23][N:22]([C:15](=[O:17])/[CH:14]=[CH:13]/[C:8]2[CH:7]=[C:6]3[C:11](=[N:10][CH:9]=2)[NH:12][C:3](=[O:2])[CH2:4][CH2:5]3)[CH2:21][CH2:20]1. The yield is 0.410. (8) The reactants are [F:1][C:2]([F:34])([F:33])[CH:3]([C:24]1[CH:29]=[C:28]([Cl:30])[C:27]([Cl:31])=[C:26]([Cl:32])[CH:25]=1)/[CH:4]=[CH:5]/[C:6]1[CH:23]=[CH:22][C:9]([O:10][N:11]2C(=O)C3C(=CC=CC=3)C2=O)=[CH:8][CH:7]=1.O.NN. The catalyst is CCO. The product is [F:34][C:2]([F:1])([F:33])[CH:3]([C:24]1[CH:25]=[C:26]([Cl:32])[C:27]([Cl:31])=[C:28]([Cl:30])[CH:29]=1)/[CH:4]=[CH:5]/[C:6]1[CH:23]=[CH:22][C:9]([O:10][NH2:11])=[CH:8][CH:7]=1. The yield is 0.530.